Dataset: Full USPTO retrosynthesis dataset with 1.9M reactions from patents (1976-2016). Task: Predict the reactants needed to synthesize the given product. (1) Given the product [Cl:1][C:2]1[CH:3]=[CH:4][C:5]([C:6]([NH:8][CH:9]([CH2:13][C:14]2[C:23]3[C:18](=[CH:19][CH:20]=[CH:21][CH:22]=3)[NH:17][C:16](=[O:24])[CH:15]=2)[C:10]([S:11][CH2:37][C:36]2[CH:39]=[CH:40][CH:41]=[C:34]([O:27][C:28]3[CH:33]=[CH:32][CH:31]=[CH:30][CH:29]=3)[CH:35]=2)=[O:12])=[O:7])=[CH:25][CH:26]=1, predict the reactants needed to synthesize it. The reactants are: [Cl:1][C:2]1[CH:26]=[CH:25][C:5]([C:6]([NH:8][CH:9]([CH2:13][C:14]2[C:23]3[C:18](=[CH:19][CH:20]=[CH:21][CH:22]=3)[NH:17][C:16](=[O:24])[CH:15]=2)[C:10]([OH:12])=[S:11])=[O:7])=[CH:4][CH:3]=1.[O:27]([C:34]1[CH:35]=[C:36]([CH:39]=[CH:40][CH:41]=1)[CH2:37]Cl)[C:28]1[CH:33]=[CH:32][CH:31]=[CH:30][CH:29]=1. (2) Given the product [CH3:4][C:5]([OH:12])([CH2:6][CH2:7][CH2:8][CH2:9][CH2:10][CH3:11])[CH3:1], predict the reactants needed to synthesize it. The reactants are: [CH3:1][Mg]Cl.[CH3:4][C:5](=[O:12])[CH2:6][CH2:7][CH2:8][CH2:9][CH2:10][CH3:11].[Mg].[Na+].[Cl-].